Predict the reaction yield, written as a fraction of the theoretical maximum amount of product (1.0 means a 100% yield; for example, 0.34 means a 34% yield). From a dataset of Reaction yield outcomes from USPTO patents with 853,638 reactions. The reactants are Br[C:2]1[CH:3]=[C:4]([C:8]2[CH:21]=[CH:20][C:19]3[C:10](=[C:11]([C:28]4[CH:33]=[CH:32][CH:31]=[CH:30][CH:29]=4)[C:12]4[C:17]([C:18]=3[C:22]3[CH:27]=[CH:26][CH:25]=[CH:24][CH:23]=3)=[CH:16][CH:15]=[CH:14][CH:13]=4)[CH:9]=2)[CH:5]=[CH:6][CH:7]=1.[CH:34]1[C:42]2[C:41]3[CH:43]=[CH:44][CH:45]=[CH:46][C:40]=3[S:39][C:38]=2[C:37]([C:47]2[CH:48]=[CH:49][C:50]3[NH:51][C:52]4[C:57]([C:58]=3[CH:59]=2)=[CH:56][CH:55]=[CH:54][CH:53]=4)=[CH:36][CH:35]=1.CC(C)([O-])C.[Na+].C(P(C(C)(C)C)C(C)(C)C)(C)(C)C. The catalyst is C1C=CC(/C=C/C(/C=C/C2C=CC=CC=2)=O)=CC=1.C1C=CC(/C=C/C(/C=C/C2C=CC=CC=2)=O)=CC=1.[Pd].CCCCCC.C1(C)C=CC=CC=1. The product is [CH:34]1[C:42]2[C:41]3[CH:43]=[CH:44][CH:45]=[CH:46][C:40]=3[S:39][C:38]=2[C:37]([C:47]2[CH:48]=[CH:49][C:50]3[N:51]([C:6]4[CH:7]=[CH:2][CH:3]=[C:4]([C:8]5[CH:21]=[CH:20][C:19]6[C:10](=[C:11]([C:28]7[CH:33]=[CH:32][CH:31]=[CH:30][CH:29]=7)[C:12]7[C:17]([C:18]=6[C:22]6[CH:27]=[CH:26][CH:25]=[CH:24][CH:23]=6)=[CH:16][CH:15]=[CH:14][CH:13]=7)[CH:9]=5)[CH:5]=4)[C:52]4[C:57]([C:58]=3[CH:59]=2)=[CH:56][CH:55]=[CH:54][CH:53]=4)=[CH:36][CH:35]=1. The yield is 0.700.